The task is: Binary Classification. Given a miRNA mature sequence and a target amino acid sequence, predict their likelihood of interaction.. This data is from Experimentally validated miRNA-target interactions with 360,000+ pairs, plus equal number of negative samples. (1) The miRNA is hsa-miR-449b-3p with sequence CAGCCACAACUACCCUGCCACU. The protein sequence of the target gene is MASDGARKQFWKRSNSKVPGSIQHVYGAQHPPFDPLLHGTLLKSTPKVPTTPVKAKRVSTFQEFESNTSDAWDAGEDDDELLAMATESLNSEVVMETAHRVLRNHSQRQSQPSQKTTEPEPEPQPIAEPPVPPSGDLRLVKSVSESHTPCPSESTGDTVPLQRSQSLPHSATVTLSGTSDPHALADSALSKRETSRLDKFKQLLAGPNTDLEELRKLSWSGIPKPVRPMTWKLLSGYLPANVDRRPATLQRKQKEYFAFIEHYYSSRNDEVHQDTYRQIHIDIPRMSPEALILQPKVTEI.... Result: 0 (no interaction). (2) Result: 0 (no interaction). The miRNA is mmu-miR-6913-3p with sequence UCUCUACUGAUUUGUCUCCUCAG. The protein sequence of the target gene is MTLFHFGNCFALAYFPYFITYKCSGLSEYNAFWKCVQAGVTYLFVQLCKMLFLATFFPTWEGGIYDFIGEFMKASVDVADLIGLNLVMSRNAGKGEYKIMVAALGWATAELIMSRCIPLWVGARGIEFDWKYIQMSIDSNISLVHYIVASAQVWMITRYDLYHTFRPAVLLLMFLSVYKAFVMETFVHLCSLGSWAALLARAVVTGLLALSTLALYVAVVNVHS. (3) The miRNA is mmu-miR-143-3p with sequence UGAGAUGAAGCACUGUAGCUC. The protein sequence of the target gene is MEAVAKFDFTASGEDELSFHTGDVLKILSNQEEWFKAELGSQEGYVPKNFIDIQFPKWFHEGLSRHQAENLLMGKEVGFFIIRASQSSPGDFSISVRHEDDVQHFKVMRDNKGNYFLWTEKFPSLNKLVDYYRTNSISRQKQIFLRDRTREDQGHRGNSLDRRSQGGPHLSGAVGEEIRPSMNRKLSDHPPTLPLQQHQHQPQPPQYAPAPQQLQQPPQQRYLQHHHFHQERRGGSLDINDGHCGTGLGSEMNAALMHRRHTDPVQLQAAGRVRWARALYDFEALEDDELGFHSGEVVEV.... Result: 0 (no interaction). (4) The miRNA is mmu-miR-466l-5p with sequence UUGUGUGUACAUGUACAUGUAU. The protein sequence of the target gene is MSHRTSSAFRAERSFRSSSSSSSSSSSSASRALPAQDPPMEKALSMFSDDFGSFMLPHSEPLAFPARPGGQGNIKTLGDAYEFTVDMRDFSPEDIIVTTFNNHIEVRAEKLAADGTVMNTFAHKCQLPEDVDPTSVTSALREDGSLTIRARRHPHTEHVQQTFRTEIKI. Result: 1 (interaction). (5) The miRNA is rno-miR-141-3p with sequence UAACACUGUCUGGUAAAGAUGG. The protein sequence of the target gene is MGNQDGKLKRSAGDASHEGGGAEDAAGPRDAEITKKASGSKKALGKHGKGGGGSGETSKKKSKSDSRASVFSNLRIRKNLTKGKGACDSREDVLDSQALPIGELDSAHSIVTKTPDLSLSAEETGLSDTECADPFEVIHPGASRPAEAGVGIQATAEDLETAAGAQDGQRTSSGSDTDIYSFHSATEQEDLLSDIQQAIRLQQQQQQKLLLQDSEEPAAPPTAISPQPGAFLGLDQFLLGPRSEAEKDTVQALPVRPDLPETTKSLVPEHPPSSGSHLTSETPGYATAPSAVTDSLSSPA.... Result: 0 (no interaction).